From a dataset of Catalyst prediction with 721,799 reactions and 888 catalyst types from USPTO. Predict which catalyst facilitates the given reaction. (1) Reactant: [CH3:1][O:2][C:3]1[CH:10]=[CH:9][CH:8]=[CH:7][C:4]=1[C:5]#[N:6].[Li+].C[Si]([N-:16][Si](C)(C)C)(C)C. Product: [CH3:1][O:2][C:3]1[CH:10]=[CH:9][CH:8]=[CH:7][C:4]=1[C:5]([NH2:16])=[NH:6]. The catalyst class is: 28. (2) Reactant: [NH:1]1[C:9]2[CH:8]=[CH:7][CH:6]=[C:5]([C:10]([O:12][CH3:13])=[O:11])[C:4]=2[CH:3]=[CH:2]1.C[Si](C)(C)[N-][Si](C)(C)C.[K+].[CH2:24]([O:26][CH2:27]Cl)[CH3:25]. Product: [CH2:24]([O:26][CH2:27][N:1]1[C:9]2[CH:8]=[CH:7][CH:6]=[C:5]([C:10]([O:12][CH3:13])=[O:11])[C:4]=2[CH:3]=[CH:2]1)[CH3:25]. The catalyst class is: 1. (3) Product: [CH3:33][O:34][C:35]1[CH:36]=[C:37]([C:2]2[N:11]=[C:10]([O:12][CH2:13][C@H:14]3[O:19][CH2:18][CH2:17][N:16]([C:20]([O:22][C:23]([CH3:26])([CH3:25])[CH3:24])=[O:21])[CH2:15]3)[C:9]3[C:4](=[N:5][CH:6]=[CH:7][N:8]=3)[CH:3]=2)[CH:38]=[CH:39][C:40]=1[O:41][CH3:42]. Reactant: Cl[C:2]1[N:11]=[C:10]([O:12][CH2:13][C@H:14]2[O:19][CH2:18][CH2:17][N:16]([C:20]([O:22][C:23]([CH3:26])([CH3:25])[CH3:24])=[O:21])[CH2:15]2)[C:9]2[C:4](=[N:5][CH:6]=[CH:7][N:8]=2)[CH:3]=1.C([O-])([O-])=O.[Cs+].[Cs+].[CH3:33][O:34][C:35]1[CH:36]=[C:37](B(O)O)[CH:38]=[CH:39][C:40]=1[O:41][CH3:42]. The catalyst class is: 70. (4) Reactant: Cl[C:2]1[C:7]2[CH:8]=[C:9]([S:11]([O-:13])=[O:12])[S:10][C:6]=2[CH:5]=[CH:4][N:3]=1.[Li+].[Br:15][C:16]1[CH:17]=[C:18]([CH:21]=[CH:22][CH:23]=1)[CH2:19]Br.[C:24]([O:28][C:29]([N:31]1[CH2:36][CH2:35][NH:34][CH2:33][CH2:32]1)=[O:30])([CH3:27])([CH3:26])[CH3:25]. Product: [C:24]([O:28][C:29]([N:31]1[CH2:36][CH2:35][N:34]([C:2]2[C:7]3[CH:8]=[C:9]([S:11]([CH2:19][C:18]4[CH:21]=[CH:22][CH:23]=[C:16]([Br:15])[CH:17]=4)(=[O:13])=[O:12])[S:10][C:6]=3[CH:5]=[CH:4][N:3]=2)[CH2:33][CH2:32]1)=[O:30])([CH3:27])([CH3:25])[CH3:26]. The catalyst class is: 10. (5) Reactant: [C:1]([NH:5][S:6]([C:9]1[C:18]2[C:13](=[CH:14][CH:15]=[CH:16][CH:17]=2)[C:12]([N:19]2[C:23]([CH2:24][CH:25]3[CH2:30][CH2:29][CH2:28][CH2:27][CH2:26]3)=[C:22]([Cl:31])[C:21]([C:32]([OH:34])=O)=[N:20]2)=[CH:11][CH:10]=1)(=[O:8])=[O:7])([CH3:4])([CH3:3])[CH3:2].CN(C(ON1N=NC2C=CC=NC1=2)=[N+](C)C)C.F[P-](F)(F)(F)(F)F.CCN(C(C)C)C(C)C.[NH2:68][C@H:69]1[CH2:72][C@H:71]([C:73]([O:75][CH3:76])=[O:74])[CH2:70]1. Product: [C:1]([NH:5][S:6]([C:9]1[C:18]2[C:13](=[CH:14][CH:15]=[CH:16][CH:17]=2)[C:12]([N:19]2[C:23]([CH2:24][CH:25]3[CH2:30][CH2:29][CH2:28][CH2:27][CH2:26]3)=[C:22]([Cl:31])[C:21]([C:32]([NH:68][C@H:69]3[CH2:72][C@H:71]([C:73]([O:75][CH3:76])=[O:74])[CH2:70]3)=[O:34])=[N:20]2)=[CH:11][CH:10]=1)(=[O:8])=[O:7])([CH3:4])([CH3:2])[CH3:3]. The catalyst class is: 18. (6) Reactant: [C:1](OC(=O)C)(=[O:3])[CH3:2].[NH2:8][CH2:9][C:10]1[CH:11]=[C:12]2[C:17](=[CH:18][CH:19]=1)[N:16]([CH:20]1[CH2:25][CH2:24][N:23]([C:26]([O:28][CH2:29][C:30]3[CH:35]=[CH:34][CH:33]=[CH:32][CH:31]=3)=[O:27])[CH2:22][CH2:21]1)[C:15](=[O:36])[N:14]([CH2:37][C:38]1[CH:43]=[CH:42][C:41]([O:44][CH3:45])=[C:40]([O:46][CH3:47])[CH:39]=1)[C:13]2=[O:48].CCN(CC)CC. Product: [C:1]([NH:8][CH2:9][C:10]1[CH:11]=[C:12]2[C:17](=[CH:18][CH:19]=1)[N:16]([CH:20]1[CH2:25][CH2:24][N:23]([C:26]([O:28][CH2:29][C:30]3[CH:31]=[CH:32][CH:33]=[CH:34][CH:35]=3)=[O:27])[CH2:22][CH2:21]1)[C:15](=[O:36])[N:14]([CH2:37][C:38]1[CH:43]=[CH:42][C:41]([O:44][CH3:45])=[C:40]([O:46][CH3:47])[CH:39]=1)[C:13]2=[O:48])(=[O:3])[CH3:2]. The catalyst class is: 2. (7) Reactant: [I-:1].[Na+].Br[CH2:4][CH2:5][CH2:6][O:7][C:8]1[CH:13]=[CH:12][C:11]([C:14]2[CH:19]=[CH:18][C:17]([C:20]([O:22][CH2:23][CH3:24])=[O:21])=[CH:16][CH:15]=2)=[CH:10][C:9]=1[C:25]1[CH:34]=[CH:33][C:32]2[C:31]([CH3:36])([CH3:35])[CH2:30][CH2:29][C:28]([CH3:38])([CH3:37])[C:27]=2[CH:26]=1. Product: [I:1][CH2:4][CH2:5][CH2:6][O:7][C:8]1[CH:13]=[CH:12][C:11]([C:14]2[CH:19]=[CH:18][C:17]([C:20]([O:22][CH2:23][CH3:24])=[O:21])=[CH:16][CH:15]=2)=[CH:10][C:9]=1[C:25]1[CH:34]=[CH:33][C:32]2[C:31]([CH3:36])([CH3:35])[CH2:30][CH2:29][C:28]([CH3:38])([CH3:37])[C:27]=2[CH:26]=1. The catalyst class is: 21.